This data is from Forward reaction prediction with 1.9M reactions from USPTO patents (1976-2016). The task is: Predict the product of the given reaction. (1) Given the reactants [F:1][C:2]1[CH:3]=[C:4]([CH:8]=[CH:9][C:10]=1[OH:11])[C:5]([OH:7])=O.[F:12][C:13]1[CH:27]=[CH:26][C:16]([O:17][CH:18]2[CH2:23][CH2:22][CH:21]([CH2:24][NH2:25])[CH2:20][CH2:19]2)=[CH:15][CH:14]=1, predict the reaction product. The product is: [F:1][C:2]1[CH:3]=[C:4]([CH:8]=[CH:9][C:10]=1[OH:11])[C:5]([NH:25][CH2:24][C@H:21]1[CH2:20][CH2:19][C@@H:18]([O:17][C:16]2[CH:15]=[CH:14][C:13]([F:12])=[CH:27][CH:26]=2)[CH2:23][CH2:22]1)=[O:7]. (2) Given the reactants [CH2:1]([NH:3][C:4](=[O:12])[C:5]1[CH:10]=[CH:9][CH:8]=[CH:7][C:6]=1[Cl:11])[CH3:2].[CH3:13][Si:14](Cl)([CH3:16])[CH3:15], predict the reaction product. The product is: [Cl:11][C:6]1[CH:7]=[CH:8][CH:9]=[C:10]([Si:14]([CH3:16])([CH3:15])[CH3:13])[C:5]=1[C:4]([NH:3][CH2:1][CH3:2])=[O:12]. (3) Given the reactants [CH2:1]([O:3][C:4]([C:6]1[CH:10]=[C:9]([C:11]2[CH:16]=[CH:15][C:14]([O:17][C:18]([F:21])([F:20])[F:19])=[CH:13][CH:12]=2)[NH:8][N:7]=1)=[O:5])[CH3:2].[CH3:22]I.[OH-].[K+], predict the reaction product. The product is: [CH2:1]([O:3][C:4]([C:6]1[N:7]([CH3:22])[N:8]=[C:9]([C:11]2[CH:16]=[CH:15][C:14]([O:17][C:18]([F:21])([F:20])[F:19])=[CH:13][CH:12]=2)[CH:10]=1)=[O:5])[CH3:2].[CH2:1]([O:3][C:4]([C:6]1[CH:10]=[C:9]([C:11]2[CH:16]=[CH:15][C:14]([O:17][C:18]([F:21])([F:20])[F:19])=[CH:13][CH:12]=2)[N:8]([CH3:22])[N:7]=1)=[O:5])[CH3:2]. (4) Given the reactants Cl[C:2]1[N:6]([CH3:7])[N:5]=[C:4]([CH:8]([F:10])[F:9])[C:3]=1[CH:11]=[O:12].[Cl:13][C:14]1[CH:15]=[C:16]([OH:21])[CH:17]=[CH:18][C:19]=1[Cl:20].C(=O)([O-])[O-:23].[K+].[K+], predict the reaction product. The product is: [Cl:13][C:14]1[CH:15]=[C:16]([CH:17]=[CH:18][C:19]=1[Cl:20])[O:21][C:2]1[N:6]([CH3:7])[N:5]=[C:4]([CH:8]([F:10])[F:9])[C:3]=1[C:11]([OH:12])=[O:23]. (5) Given the reactants [F:1][C:2]1[CH:7]=[CH:6][C:5]([N+:8]([O-])=O)=[CH:4][C:3]=1[N:11]1[C:15](=[O:16])[N:14]([CH2:17][CH2:18][F:19])[N:13]=[N:12]1, predict the reaction product. The product is: [NH2:8][C:5]1[CH:6]=[CH:7][C:2]([F:1])=[C:3]([N:11]2[C:15](=[O:16])[N:14]([CH2:17][CH2:18][F:19])[N:13]=[N:12]2)[CH:4]=1. (6) Given the reactants [NH2:1][C:2]1[CH:17]=[CH:16][C:5]([C:6]([O:8][CH2:9][C:10]2[CH:15]=[CH:14][CH:13]=[CH:12][CH:11]=2)=[O:7])=[CH:4][C:3]=1[O:18][CH2:19][CH2:20][O:21][CH:22]1[CH2:27][CH2:26][CH2:25][CH2:24][O:23]1.[CH3:28][S:29](Cl)(=[O:31])=[O:30], predict the reaction product. The product is: [CH3:28][S:29]([NH:1][C:2]1[CH:17]=[CH:16][C:5]([C:6]([O:8][CH2:9][C:10]2[CH:15]=[CH:14][CH:13]=[CH:12][CH:11]=2)=[O:7])=[CH:4][C:3]=1[O:18][CH2:19][CH2:20][O:21][CH:22]1[CH2:27][CH2:26][CH2:25][CH2:24][O:23]1)(=[O:31])=[O:30]. (7) Given the reactants Cl.[CH3:2][O:3][C:4](=[O:18])[C:5]1[CH:10]=[CH:9][C:8]([CH2:11][NH:12][CH2:13][CH:14]([OH:17])[CH2:15][CH3:16])=[CH:7][CH:6]=1.[C:19]([C:27]1[CH:35]=[C:34]([Cl:36])[CH:33]=[CH:32][C:28]=1[C:29](O)=[O:30])(=O)[C:20]1[CH:25]=[CH:24][CH:23]=[CH:22][CH:21]=1, predict the reaction product. The product is: [CH3:2][O:3][C:4](=[O:18])[C:5]1[CH:6]=[CH:7][C:8]([CH2:11][N:12]2[C:13]([C:14](=[O:17])[CH2:15][CH3:16])=[C:19]([C:20]3[CH:25]=[CH:24][CH:23]=[CH:22][CH:21]=3)[C:27]3[C:28](=[CH:32][CH:33]=[C:34]([Cl:36])[CH:35]=3)[C:29]2=[O:30])=[CH:9][CH:10]=1.